This data is from Full USPTO retrosynthesis dataset with 1.9M reactions from patents (1976-2016). The task is: Predict the reactants needed to synthesize the given product. (1) The reactants are: [N:1]1([C:7]([O:9][C:10]([CH3:13])([CH3:12])[CH3:11])=[O:8])[CH2:6][CH2:5][NH:4][CH2:3][CH2:2]1.Cl[C:15]1[NH:19][C:18]2[CH:20]=[CH:21][C:22]([N+:24]([O-:26])=[O:25])=[CH:23][C:17]=2[N:16]=1. Given the product [N+:24]([C:22]1[CH:21]=[CH:20][C:18]2[NH:19][C:15]([N:4]3[CH2:5][CH2:6][N:1]([C:7]([O:9][C:10]([CH3:13])([CH3:12])[CH3:11])=[O:8])[CH2:2][CH2:3]3)=[N:16][C:17]=2[CH:23]=1)([O-:26])=[O:25], predict the reactants needed to synthesize it. (2) Given the product [CH2:1]([N:8]([CH2:9][CH:10]=[O:11])[CH3:12])[C:2]1[CH:7]=[CH:6][CH:5]=[CH:4][CH:3]=1, predict the reactants needed to synthesize it. The reactants are: [CH2:1]([N:8]([CH3:12])[CH2:9][CH2:10][OH:11])[C:2]1[CH:7]=[CH:6][CH:5]=[CH:4][CH:3]=1.CCN(C(C)C)C(C)C.CS(C)=O.N1C=CC=CC=1.S(=O)(=O)=O. (3) Given the product [CH2:18]([O:20][C:21]1[CH:22]=[C:23]([CH:24]2[C:10]([C:11]3[CH:16]=[CH:15][CH:14]=[CH:13][CH:12]=3)=[C:9]([C:5]3[CH:6]=[CH:7][CH:8]=[C:3]([O:2][CH3:1])[CH:4]=3)[NH:36][C:34](=[O:35])[NH:33]2)[CH:26]=[C:27]([N+:30]([O-:32])=[O:31])[C:28]=1[OH:29])[CH3:19], predict the reactants needed to synthesize it. The reactants are: [CH3:1][O:2][C:3]1[CH:4]=[C:5]([C:9](=O)[CH2:10][C:11]2[CH:16]=[CH:15][CH:14]=[CH:13][CH:12]=2)[CH:6]=[CH:7][CH:8]=1.[CH2:18]([O:20][C:21]1[CH:22]=[C:23]([CH:26]=[C:27]([N+:30]([O-:32])=[O:31])[C:28]=1[OH:29])[CH:24]=O)[CH3:19].[NH2:33][C:34]([NH2:36])=[O:35].Cl. (4) Given the product [NH2:16][C:4]1[N:3]=[C:2]([NH:17][CH2:18][CH2:19][C:20]2[CH:21]=[C:22]([OH:26])[CH:23]=[CH:24][CH:25]=2)[CH:7]=[C:6]([C:8]2[CH:13]=[CH:12][CH:11]=[C:10]([CH3:14])[C:9]=2[CH3:15])[N:5]=1, predict the reactants needed to synthesize it. The reactants are: Cl[C:2]1[CH:7]=[C:6]([C:8]2[CH:13]=[CH:12][CH:11]=[C:10]([CH3:14])[C:9]=2[CH3:15])[N:5]=[C:4]([NH2:16])[N:3]=1.[NH2:17][CH2:18][CH2:19][C:20]1[CH:21]=[C:22]([OH:26])[CH:23]=[CH:24][CH:25]=1.CCN(C(C)C)C(C)C. (5) Given the product [C:4]([O:3][C:1]([N:8]1[CH2:16][CH2:15][CH:11]([C:12](=[O:13])[N:18]([CH3:19])[CH3:17])[CH2:10][CH2:9]1)=[O:2])([CH3:7])([CH3:6])[CH3:5], predict the reactants needed to synthesize it. The reactants are: [C:1]([N:8]1[CH2:16][CH2:15][CH:11]([C:12](O)=[O:13])[CH2:10][CH2:9]1)([O:3][C:4]([CH3:7])([CH3:6])[CH3:5])=[O:2].[CH3:17][N:18](C(ON1N=NC2C=CC=NC1=2)=[N+](C)C)[CH3:19].F[P-](F)(F)(F)(F)F.CCN(C(C)C)C(C)C.Cl.CNC. (6) The reactants are: [C:1]1([NH2:8])[C:2]([NH2:7])=[CH:3][CH:4]=[CH:5][CH:6]=1.C(N(CC)CC)C.[CH3:16][C:17]([O:20][C:21](O[C:21]([O:20][C:17]([CH3:19])([CH3:18])[CH3:16])=[O:22])=[O:22])([CH3:19])[CH3:18]. Given the product [NH2:7][C:2]1[CH:3]=[CH:4][CH:5]=[CH:6][C:1]=1[NH:8][C:21](=[O:22])[O:20][C:17]([CH3:19])([CH3:18])[CH3:16], predict the reactants needed to synthesize it.